From a dataset of Full USPTO retrosynthesis dataset with 1.9M reactions from patents (1976-2016). Predict the reactants needed to synthesize the given product. (1) Given the product [C:29]([NH:1][C:2]1[S:17][C:5]2[CH2:6][N:7]([C:10]([O:12][C:13]([CH3:14])([CH3:15])[CH3:16])=[O:11])[CH2:8][CH2:9][C:4]=2[C:3]=1[C:18]([O:20][CH3:21])=[O:19])(=[O:31])[CH3:30], predict the reactants needed to synthesize it. The reactants are: [NH2:1][C:2]1[S:17][C:5]2[CH2:6][N:7]([C:10]([O:12][C:13]([CH3:16])([CH3:15])[CH3:14])=[O:11])[CH2:8][CH2:9][C:4]=2[C:3]=1[C:18]([O:20][CH3:21])=[O:19].C(N(CC)CC)C.[C:29](OC(=O)C)(=[O:31])[CH3:30]. (2) Given the product [O-:8][N+:3]1[CH:4]=[CH:5][CH:6]=[CH:7][C:2]=1[NH:9][CH2:10][CH2:11][CH2:12][CH2:13][OH:14], predict the reactants needed to synthesize it. The reactants are: Cl[C:2]1[CH:7]=[CH:6][CH:5]=[CH:4][N+:3]=1[O-:8].[NH2:9][CH2:10][CH2:11][CH2:12][CH2:13][OH:14].C([O-])(O)=O.[Na+].